From a dataset of Forward reaction prediction with 1.9M reactions from USPTO patents (1976-2016). Predict the product of the given reaction. (1) Given the reactants [CH2:1]([O:5][C:6]([N:8]1[CH2:13][CH2:12][N:11]([C:14](=[O:32])[CH2:15][NH:16][C:17]([C:19]2[CH:28]=[C:27]([OH:29])[C:26]3[C:21](=[CH:22][C:23]([CH3:31])=[C:24]([CH3:30])[CH:25]=3)[N:20]=2)=[O:18])[CH2:10][CH2:9]1)=[O:7])[CH2:2][CH2:3][CH3:4].C(=O)([O-])[O-].[Cs+].[Cs+].[CH2:39]([O:46][C:47](=[O:50])[CH2:48]Br)[C:40]1[CH:45]=[CH:44][CH:43]=[CH:42][CH:41]=1, predict the reaction product. The product is: [CH2:1]([O:5][C:6]([N:8]1[CH2:9][CH2:10][N:11]([C:14](=[O:32])[CH2:15][NH:16][C:17]([C:19]2[CH:28]=[C:27]([O:29][CH2:48][C:47]([O:46][CH2:39][C:40]3[CH:45]=[CH:44][CH:43]=[CH:42][CH:41]=3)=[O:50])[C:26]3[C:21](=[CH:22][C:23]([CH3:31])=[C:24]([CH3:30])[CH:25]=3)[N:20]=2)=[O:18])[CH2:12][CH2:13]1)=[O:7])[CH2:2][CH2:3][CH3:4]. (2) The product is: [F:35][CH:2]([F:1])[C:3]1[CH:8]=[CH:7][N:6]=[C:5]([NH:9][C:10]2[CH:11]=[C:12]([C:17]3[CH:22]=[N:21][C:20]([CH:23]([C@H:25]4[CH2:30][CH2:29][C@H:28]([C:31]([O:33][CH3:34])=[O:32])[CH2:27][CH2:26]4)[CH3:24])=[N:19][CH:18]=3)[CH:13]=[C:14]([CH3:16])[CH:15]=2)[N:4]=1. Given the reactants [F:1][CH:2]([F:35])[C:3]1[CH:8]=[CH:7][N:6]=[C:5]([NH:9][C:10]2[CH:11]=[C:12]([C:17]3[CH:18]=[N:19][C:20]([C:23]([C@H:25]4[CH2:30][CH2:29][C@H:28]([C:31]([O:33][CH3:34])=[O:32])[CH2:27][CH2:26]4)=[CH2:24])=[N:21][CH:22]=3)[CH:13]=[C:14]([CH3:16])[CH:15]=2)[N:4]=1, predict the reaction product. (3) Given the reactants [CH3:1][C:2]1[C:3]([Se:16][C:17]2[CH:27]=[CH:26][C:20]([C:21](OCC)=[O:22])=[CH:19][N:18]=2)=[CH:4][C:5]2[C:6]([CH3:15])([CH3:14])[CH2:7][CH2:8][C:9]([CH3:13])([CH3:12])[C:10]=2[CH:11]=1.[H-].[Al+3].[Li+].[H-].[H-].[H-].[H-], predict the reaction product. The product is: [CH3:1][C:2]1[C:3]([Se:16][C:17]2[N:18]=[CH:19][C:20]([CH2:21][OH:22])=[CH:26][CH:27]=2)=[CH:4][C:5]2[C:6]([CH3:15])([CH3:14])[CH2:7][CH2:8][C:9]([CH3:12])([CH3:13])[C:10]=2[CH:11]=1. (4) Given the reactants [Br:1][C:2]1[CH:10]=[CH:9][C:5]([C:6]([OH:8])=O)=[CH:4][C:3]=1[F:11].CN(C=O)C.C(Cl)(C(Cl)=O)=O.O[NH:24][C:25](=[NH:28])[CH2:26][CH3:27], predict the reaction product. The product is: [Br:1][C:2]1[CH:10]=[CH:9][C:5]([C:6]2[O:8][N:28]=[C:25]([CH2:26][CH3:27])[N:24]=2)=[CH:4][C:3]=1[F:11]. (5) Given the reactants [F:1][C:2]1[CH:7]=[CH:6][C:5]([C:8]2[C:13](/[CH:14]=[CH:15]/[CH:16]=[O:17])=[C:12]([CH:18]([CH3:20])[CH3:19])[N:11]=[C:10]([N:21]([CH3:26])[S:22]([CH3:25])(=[O:24])=[O:23])[N:9]=2)=[CH:4][CH:3]=1.[Cl-].[Li+].[CH2:29]([O:31][C:32]([O:39][Si](C)(C)C)=[CH:33][C:34]([O:36]CC)=[CH2:35])[CH3:30].Cl, predict the reaction product. The product is: [F:1][C:2]1[CH:3]=[CH:4][C:5]([C:8]2[C:13](/[CH:14]=[CH:15]/[C@@H:16]([OH:17])[CH2:35][C:34](=[O:36])[CH2:33][C:32]([O:31][CH2:29][CH3:30])=[O:39])=[C:12]([CH:18]([CH3:20])[CH3:19])[N:11]=[C:10]([N:21]([CH3:26])[S:22]([CH3:25])(=[O:24])=[O:23])[N:9]=2)=[CH:6][CH:7]=1.